From a dataset of Reaction yield outcomes from USPTO patents with 853,638 reactions. Predict the reaction yield, written as a fraction of the theoretical maximum amount of product (1.0 means a 100% yield; for example, 0.34 means a 34% yield). (1) The reactants are [F:1][C:2]1[CH:3]=[C:4]([NH2:32])[CH:5]=[CH:6][C:7]=1[O:8][C:9]1[C:18]2[C:13](=[CH:14][C:15]([O:21][CH2:22][CH:23]3[CH2:31][CH:26]4[CH2:27][N:28]([CH3:30])[CH2:29][CH:25]4[CH2:24]3)=[C:16]([O:19][CH3:20])[CH:17]=2)[N:12]=[CH:11][CH:10]=1.C1(C)C=CC=CC=1.[C:40]1([CH2:46][C:47]([N:49]=[C:50]=[S:51])=[O:48])[CH:45]=[CH:44][CH:43]=[CH:42][CH:41]=1. The catalyst is C(O)C. The product is [F:1][C:2]1[CH:3]=[C:4]([NH:32][C:50]([NH:49][C:47](=[O:48])[CH2:46][C:40]2[CH:41]=[CH:42][CH:43]=[CH:44][CH:45]=2)=[S:51])[CH:5]=[CH:6][C:7]=1[O:8][C:9]1[C:18]2[C:13](=[CH:14][C:15]([O:21][CH2:22][CH:23]3[CH2:24][CH:25]4[CH2:29][N:28]([CH3:30])[CH2:27][CH:26]4[CH2:31]3)=[C:16]([O:19][CH3:20])[CH:17]=2)[N:12]=[CH:11][CH:10]=1. The yield is 0.500. (2) The reactants are [N+:1]([C:4]1[CH:9]=[CH:8][C:7]([C:10]([CH3:17])([CH3:16])[C:11]([O:13][CH2:14][CH3:15])=[O:12])=[CH:6][CH:5]=1)([O-])=O.C([O-])=O.[K+]. The catalyst is CCO.O.[Pd]. The product is [NH2:1][C:4]1[CH:5]=[CH:6][C:7]([C:10]([CH3:16])([CH3:17])[C:11]([O:13][CH2:14][CH3:15])=[O:12])=[CH:8][CH:9]=1. The yield is 0.850. (3) The catalyst is O. The product is [OH:12][C:6]1[CH:5]=[C:4]([CH:9]=[C:8]([O:10][CH3:14])[C:7]=1[OH:11])[C:3]([O:2][CH3:1])=[O:13]. The reactants are [CH3:1][O:2][C:3](=[O:13])[C:4]1[CH:9]=[C:8]([OH:10])[C:7]([OH:11])=[C:6]([OH:12])[CH:5]=1.[CH3:14]OS(OC)(=O)=O.[OH-].[Na+].OS(O)(=O)=O. The yield is 0.470. (4) The reactants are [Cl:1][C:2]([F:13])([F:12])[C:3]1[N:8]=[CH:7][C:6]([C:9](=[O:11])[CH3:10])=[CH:5][CH:4]=1.[BH4-].[Na+].Cl. The catalyst is CO. The product is [Cl:1][C:2]([F:12])([F:13])[C:3]1[N:8]=[CH:7][C:6]([CH:9]([OH:11])[CH3:10])=[CH:5][CH:4]=1. The yield is 0.930. (5) The reactants are I[C:2]1[CH:11]=[C:10]2[C:5]([C:6]([N:13]3[CH2:17][CH2:16][CH2:15][CH2:14]3)=[CH:7][C:8]([CH3:12])=[N:9]2)=[CH:4][CH:3]=1.[C:18]1(B(O)O)[CH:23]=[CH:22][CH:21]=[CH:20][CH:19]=1.[O:27]1[CH2:32]COCC1.C(COC)[O:34]C. The catalyst is C1C=CC([PH+]([C]2[CH][CH][CH][CH]2)C2C=CC=CC=2)=CC=1.C1C=CC([PH+]([C]2[CH][CH][CH][CH]2)C2C=CC=CC=2)=CC=1.C(Cl)Cl.Cl[Pd]Cl.[Fe]. The product is [CH:32]([OH:27])=[O:34].[CH3:12][C:8]1[CH:7]=[C:6]([N:13]2[CH2:17][CH2:16][CH2:15][CH2:14]2)[C:5]2[C:10](=[CH:11][C:2]([C:18]3[CH:23]=[CH:22][CH:21]=[CH:20][CH:19]=3)=[CH:3][CH:4]=2)[N:9]=1. The yield is 0.570. (6) The reactants are C[O:2][C:3]([CH:5]1[CH2:7][N:6]1[C:8]([C:21]1[CH:26]=[CH:25][CH:24]=[CH:23][CH:22]=1)([C:15]1[CH:20]=[CH:19][CH:18]=[CH:17][CH:16]=1)[C:9]1[CH:14]=[CH:13][CH:12]=[CH:11][CH:10]=1)=[O:4].[OH-].[Na+]. The catalyst is O1CCCC1. The product is [C:8]([N:6]1[CH2:7][CH:5]1[C:3]([OH:4])=[O:2])([C:15]1[CH:16]=[CH:17][CH:18]=[CH:19][CH:20]=1)([C:21]1[CH:26]=[CH:25][CH:24]=[CH:23][CH:22]=1)[C:9]1[CH:14]=[CH:13][CH:12]=[CH:11][CH:10]=1. The yield is 0.970.